Dataset: Forward reaction prediction with 1.9M reactions from USPTO patents (1976-2016). Task: Predict the product of the given reaction. (1) Given the reactants C(C1C(=O)C(Cl)=C(Cl)C(=O)C=1C#N)#N.[Cl:15][C:16]1[CH:17]=[C:18]([C@H:22]([N:24]2[CH:36]3[CH:27]([CH2:28][NH:29][C:30]4[CH:31]=[C:32]([C:39]5[C:40]([CH3:45])=[N:41][O:42][C:43]=5[CH3:44])[C:33]([O:37][CH3:38])=[CH:34][C:35]=43)[O:26][C:25]2=[O:46])[CH3:23])[CH:19]=[CH:20][CH:21]=1, predict the reaction product. The product is: [Cl:15][C:16]1[CH:17]=[C:18]([C@H:22]([N:24]2[C:36]3[C:35]4[CH:34]=[C:33]([O:37][CH3:38])[C:32]([C:39]5[C:40]([CH3:45])=[N:41][O:42][C:43]=5[CH3:44])=[CH:31][C:30]=4[N:29]=[CH:28][C:27]=3[O:26][C:25]2=[O:46])[CH3:23])[CH:19]=[CH:20][CH:21]=1. (2) Given the reactants [Si:1]([O:8][CH2:9][C@@H:10]([NH:20][C:21](=[O:27])[O:22][C:23]([CH3:26])([CH3:25])[CH3:24])[CH2:11][NH:12][C:13](=[O:19])[CH2:14][CH2:15][CH2:16][CH2:17]Cl)([C:4]([CH3:7])([CH3:6])[CH3:5])([CH3:3])[CH3:2].[H-].[Na+], predict the reaction product. The product is: [Si:1]([O:8][CH2:9][C@@H:10]([NH:20][C:21](=[O:27])[O:22][C:23]([CH3:26])([CH3:25])[CH3:24])[CH2:11][N:12]1[CH2:17][CH2:16][CH2:15][CH2:14][C:13]1=[O:19])([C:4]([CH3:7])([CH3:6])[CH3:5])([CH3:3])[CH3:2]. (3) Given the reactants [Br:1][C:2]1[CH:3]=[C:4]2[C:9](=[CH:10][CH:11]=1)[C:8](O)=[CH:7][CH:6]=[CH:5]2.[N:13]1[CH:18]=[CH:17][CH:16]=[C:15]([CH2:19][CH2:20][OH:21])[CH:14]=1.C1(P(C2C=CC=CC=2)C2C=CC=CC=2)C=CC=CC=1.N(C(OC(C)C)=O)=NC(OC(C)C)=O, predict the reaction product. The product is: [Br:1][C:2]1[CH:3]=[C:4]2[C:9](=[CH:10][CH:11]=1)[CH:8]=[C:7]([O:21][CH2:20][CH2:19][C:15]1[CH:14]=[N:13][CH:18]=[CH:17][CH:16]=1)[CH:6]=[CH:5]2. (4) Given the reactants [CH2:1]1[O:9][C:8]2[CH:7]=[CH:6][C:5]([N:10]=[C:11]=[O:12])=[CH:4][C:3]=2[O:2]1.[O:13]1[CH2:18][CH2:17][N:16]([CH2:19][CH2:20][CH2:21][O:22][C:23]2[CH:24]=[C:25]([CH:27]=[CH:28][CH:29]=2)[NH2:26])[CH2:15][CH2:14]1, predict the reaction product. The product is: [O:9]1[C:8]2[CH:7]=[CH:6][C:5]([NH:10][C:11]([NH:26][C:25]3[CH:27]=[CH:28][CH:29]=[C:23]([O:22][CH2:21][CH2:20][CH2:19][N:16]4[CH2:15][CH2:14][O:13][CH2:18][CH2:17]4)[CH:24]=3)=[O:12])=[CH:4][C:3]=2[O:2][CH2:1]1. (5) Given the reactants [CH2:1]([N:8]1[C@@H:13]2[CH2:14][CH2:15][C@@:9]1([C:17]1[CH:22]=[CH:21][C:20]([F:23])=[CH:19][CH:18]=1)[C@H:10](O)[CH2:11][CH2:12]2)[C:2]1[CH:7]=[CH:6][CH:5]=[CH:4][CH:3]=1.C(N(CC)CC)C.[F:31][C:32]([F:47])([F:46])[C:33]1[CH:34]=[C:35]([CH:39]=[C:40]([C:42]([F:45])([F:44])[F:43])[CH:41]=1)[C:36](Cl)=[O:37].O, predict the reaction product. The product is: [CH2:1]([N:8]1[C@H:13]2[CH2:14][CH2:15][C@:9]1([C:17]1[CH:18]=[CH:19][C:20]([F:23])=[CH:21][CH:22]=1)[C@H:10]([C:36](=[O:37])[C:35]1[CH:34]=[C:33]([C:32]([F:47])([F:46])[F:31])[CH:41]=[C:40]([C:42]([F:45])([F:44])[F:43])[CH:39]=1)[CH2:11][CH2:12]2)[C:2]1[CH:3]=[CH:4][CH:5]=[CH:6][CH:7]=1. (6) The product is: [Cl:1][C:2]1[CH:3]=[CH:4][C:5]([C:8]2[N:9]=[C:10]([CH2:13][O:14][C:15]3[CH:16]=[C:17]([CH2:21][NH2:22])[CH:18]=[CH:19][CH:20]=3)[S:11][CH:12]=2)=[CH:6][CH:7]=1. Given the reactants [Cl:1][C:2]1[CH:7]=[CH:6][C:5]([C:8]2[N:9]=[C:10]([CH2:13][O:14][C:15]3[CH:16]=[C:17]([CH2:21][N:22]4C(=O)C5=CC=CC=C5C4=O)[CH:18]=[CH:19][CH:20]=3)[S:11][CH:12]=2)=[CH:4][CH:3]=1.O.NN, predict the reaction product.